From a dataset of Peptide-MHC class I binding affinity with 185,985 pairs from IEDB/IMGT. Regression. Given a peptide amino acid sequence and an MHC pseudo amino acid sequence, predict their binding affinity value. This is MHC class I binding data. (1) The peptide sequence is AENVIVGLV. The MHC is HLA-B45:01 with pseudo-sequence HLA-B45:01. The binding affinity (normalized) is 0.887. (2) The peptide sequence is LSVIWMMWYW. The MHC is HLA-A68:01 with pseudo-sequence HLA-A68:01. The binding affinity (normalized) is 0.00694. (3) The peptide sequence is AYFATPASV. The MHC is HLA-A03:01 with pseudo-sequence HLA-A03:01. The binding affinity (normalized) is 0.0847.